This data is from Experimentally validated miRNA-target interactions with 360,000+ pairs, plus equal number of negative samples. The task is: Binary Classification. Given a miRNA mature sequence and a target amino acid sequence, predict their likelihood of interaction. (1) The miRNA is hsa-miR-873-3p with sequence GGAGACUGAUGAGUUCCCGGGA. The protein sequence of the target gene is MVTRDRAENRDGPKMLKPLVEKRRRDRINRSLEELRLLLLERTRDQNLRNPKLEKAEILEFAVGYLRERSRVEPPGVPRSPVQDAEALASCYLSGFRECLLRLAAFAHDASPAARAQLFSALHGYLRPKPPRPKPVDPRPPAPRPSLDPAAPALGPALHQRPPVHQGHPSPRCAWSPSLCSPRAGDSGAPAPLTGLLPPPPPPHRQDGAPKAPLPPPPAFWRPWP. Result: 1 (interaction). (2) The miRNA is hsa-miR-4691-5p with sequence GUCCUCCAGGCCAUGAGCUGCGG. The protein sequence of the target gene is MELNTKKKLHALSLAEKIQVLELLDESKMSQSEVARRFQVSQPQISRICKNKEKLLADWCSGTANHERKRKRESKYSGIDEALLCWYHIARAKAWDVTGPMLLHKAKELADIMGQDFVPSIGWLVRWKRRNNVGFGTRQVLVPLFPPEAPPAVLPSQAQPPLSLKDFSPEDVFGCAEVPLLYRAVPGRVFECDRLQVLLCANSRGTEKRRVFVGGLQAAPRCFFGVSSEALPTSYHPDLAIPWSEWLAQFDQDMGQQGRQVALLLASGVVEEWASLPGLHHVRLLPLSASSTTPSLPGSV.... Result: 0 (no interaction).